Dataset: Forward reaction prediction with 1.9M reactions from USPTO patents (1976-2016). Task: Predict the product of the given reaction. (1) The product is: [CH2:20]1[C:21]2[C:16](=[CH:15][CH:14]=[CH:23][CH:22]=2)[CH2:17][CH2:18][C:19]1=[N:9][NH:8][C:6](=[O:7])[C:5]1[CH:10]=[CH:11][CH:12]=[C:3]([O:2][CH3:1])[C:4]=1[CH3:13]. Given the reactants [CH3:1][O:2][C:3]1[C:4]([CH3:13])=[C:5]([CH:10]=[CH:11][CH:12]=1)[C:6]([NH:8][NH2:9])=[O:7].[CH2:14]1[C:23](=O)[CH2:22][C:21]2[C:16](=[CH:17][CH:18]=[CH:19][CH:20]=2)[CH2:15]1.CCOCC, predict the reaction product. (2) Given the reactants [Br:1][C:2]1[CH:11]=[C:10]2[C:5]([CH2:6][CH2:7][C:8](=[O:20])[N:9]2[C:12]2[C:17]([Cl:18])=[CH:16][CH:15]=[CH:14][C:13]=2[Cl:19])=[C:4]([C:21]2[CH:26]=[CH:25][C:24]([F:27])=[CH:23][C:22]=2[Cl:28])[N:3]=1.BrN1C(=O)CCC1=O.N(C(C)(C)C#N)=NC(C)(C)C#N.N12CCCN=C1CCCCC2, predict the reaction product. The product is: [Br:1][C:2]1[CH:11]=[C:10]2[C:5]([CH:6]=[CH:7][C:8](=[O:20])[N:9]2[C:12]2[C:17]([Cl:18])=[CH:16][CH:15]=[CH:14][C:13]=2[Cl:19])=[C:4]([C:21]2[CH:26]=[CH:25][C:24]([F:27])=[CH:23][C:22]=2[Cl:28])[N:3]=1. (3) Given the reactants [CH3:1][O:2][C:3](=[O:26])[NH:4][CH:5]([CH3:25])[C:6]([N:8]1[CH2:12][CH2:11][CH2:10][CH:9]1[C:13]1[NH:14][C:15]([C:18]2[CH:23]=[CH:22][C:21](Br)=[CH:20][CH:19]=2)=[CH:16][N:17]=1)=[O:7].C[O:28][C:29](=O)[NH:30][CH:31]([C:35]([N:37]1[CH:42]([C:43]2[NH:44][C:45]([C:48]3[CH:57]=[CH:56][C:55]4[C:50](=[CH:51][CH:52]=[C:53](B5OC(C)(C)C(C)(C)O5)[CH:54]=4)[CH:49]=3)=[CH:46][N:47]=2)[CH:41]2[CH2:67][CH:38]1[CH2:39][CH2:40]2)=[O:36])[CH:32]([CH3:34])[CH3:33].[C:69]([O-])(O)=O.[Na+].[OH2:74], predict the reaction product. The product is: [CH3:69][O:74][C:29](=[O:28])[NH:30][CH:31]([C:35]([N:37]1[CH:42]([C:43]2[NH:44][C:45]([C:48]3[CH:57]=[CH:56][C:55]4[C:50](=[CH:51][CH:52]=[C:53]([C:21]5[CH:22]=[CH:23][C:18]([C:15]6[NH:14][C:13]([CH:9]7[CH2:10][CH2:11][CH2:12][N:8]7[C:6](=[O:7])[CH:5]([NH:4][C:3]([O:2][CH3:1])=[O:26])[CH3:25])=[N:17][CH:16]=6)=[CH:19][CH:20]=5)[CH:54]=4)[CH:49]=3)=[CH:46][N:47]=2)[CH:41]2[CH2:67][CH:38]1[CH2:39][CH2:40]2)=[O:36])[CH:32]([CH3:33])[CH3:34]. (4) Given the reactants [CH3:1][O:2][CH2:3][CH2:4][NH:5][C:6](=[O:20])[C:7]1[CH:12]=[C:11]([C:13]([F:16])([F:15])[F:14])[CH:10]=[C:9]([N+:17]([O-])=O)[CH:8]=1, predict the reaction product. The product is: [NH2:17][C:9]1[CH:8]=[C:7]([CH:12]=[C:11]([C:13]([F:14])([F:15])[F:16])[CH:10]=1)[C:6]([NH:5][CH2:4][CH2:3][O:2][CH3:1])=[O:20]. (5) Given the reactants [NH:1]1[C:10]2[C:5](=[CH:6][CH:7]=[CH:8][C:9]=2[C:11]([O:13][CH2:14][CH3:15])=[O:12])[CH2:4][CH2:3][CH2:2]1.[H-].[Na+].BrC[CH2:20][C:21]1[CH:26]=[CH:25][C:24]([Cl:27])=[CH:23][CH:22]=1.O, predict the reaction product. The product is: [Cl:27][C:24]1[CH:25]=[CH:26][C:21]([CH2:20][N:1]2[C:10]3[C:5](=[CH:6][CH:7]=[CH:8][C:9]=3[C:11]([O:13][CH2:14][CH3:15])=[O:12])[CH2:4][CH2:3][CH2:2]2)=[CH:22][CH:23]=1. (6) Given the reactants [C:1]([O:4][CH2:5][CH2:6][NH:7][C:8](=[O:22])[C@@H:9]([NH2:21])[CH2:10][C:11]1[CH:16]=[CH:15][C:14]([O:17][CH:18]([F:20])[F:19])=[CH:13][CH:12]=1)(=[O:3])[CH3:2].[CH:23]1([CH2:26][O:27][C:28]2[CH:36]=[CH:35][C:31]([C:32](O)=[O:33])=[CH:30][CH:29]=2)[CH2:25][CH2:24]1, predict the reaction product. The product is: [C:1]([O:4][CH2:5][CH2:6][NH:7][C:8](=[O:22])[C@@H:9]([NH:21][C:32](=[O:33])[C:31]1[CH:30]=[CH:29][C:28]([O:27][CH2:26][CH:23]2[CH2:24][CH2:25]2)=[CH:36][CH:35]=1)[CH2:10][C:11]1[CH:12]=[CH:13][C:14]([O:17][CH:18]([F:19])[F:20])=[CH:15][CH:16]=1)(=[O:3])[CH3:2]. (7) Given the reactants [F:1][C:2]1[CH:19]=[C:18]([S:20]([CH3:23])(=[O:22])=[O:21])[CH:17]=[CH:16][C:3]=1[O:4][CH2:5][CH:6]1[CH2:15][CH2:14][C:9]2(OCC[O:10]2)[CH2:8][CH2:7]1.O.Cl, predict the reaction product. The product is: [F:1][C:2]1[CH:19]=[C:18]([S:20]([CH3:23])(=[O:21])=[O:22])[CH:17]=[CH:16][C:3]=1[O:4][CH2:5][CH:6]1[CH2:7][CH2:8][C:9](=[O:10])[CH2:14][CH2:15]1.